The task is: Predict the product of the given reaction.. This data is from Forward reaction prediction with 1.9M reactions from USPTO patents (1976-2016). (1) Given the reactants [Cl:1][C:2]1[CH:7]=[CH:6][C:5](I)=[CH:4][CH:3]=1.[CH3:9][O:10][C:11](=[O:37])[C:12]1[CH:17]=[CH:16][CH:15]=[C:14]([CH2:18][N:19]([C:30]2[CH:35]=[CH:34][CH:33]=[CH:32][C:31]=2[F:36])[C:20](=[O:29])[C:21]#[C:22][C:23]2[CH:28]=[CH:27][CH:26]=[CH:25][CH:24]=2)[CH:13]=1, predict the reaction product. The product is: [CH3:9][O:10][C:11](=[O:37])[C:12]1[CH:17]=[CH:16][CH:15]=[C:14]([CH2:18][N:19]2[C:30]3[C:35](=[CH:34][CH:33]=[CH:32][C:31]=3[F:36])/[C:21](=[C:22](\[C:5]3[CH:6]=[CH:7][C:2]([Cl:1])=[CH:3][CH:4]=3)/[C:23]3[CH:28]=[CH:27][CH:26]=[CH:25][CH:24]=3)/[C:20]2=[O:29])[CH:13]=1. (2) The product is: [Cl:1][C:2]1[N:7]=[N:6][C:5]([CH2:8][CH2:9][Cl:25])=[C:4]([C:10]2[NH:11][C:12]3[C:17]([CH:18]=2)=[C:16]([F:19])[CH:15]=[CH:14][CH:13]=3)[CH:3]=1. Given the reactants [Cl:1][C:2]1[N:7]=[N:6][C:5]([CH:8]=[CH2:9])=[C:4]([C:10]2[NH:11][C:12]3[C:17]([CH:18]=2)=[C:16]([F:19])[CH:15]=[CH:14][CH:13]=3)[CH:3]=1.C([O-])(O)=O.[Na+].[ClH:25].O1CCOCC1, predict the reaction product. (3) Given the reactants C([O:8][C:9]1[CH:27]=[CH:26][C:12]([CH2:13][N:14]2[C:22]3[C:17](=[CH:18][CH:19]=[CH:20][CH:21]=3)[CH:16]=[C:15]2[CH2:23][NH:24][CH3:25])=[CH:11][CH:10]=1)C1C=CC=CC=1, predict the reaction product. The product is: [OH:8][C:9]1[CH:10]=[CH:11][C:12]([CH2:13][N:14]2[C:22]3[C:17](=[CH:18][CH:19]=[CH:20][CH:21]=3)[CH:16]=[C:15]2[CH2:23][NH:24][CH3:25])=[CH:26][CH:27]=1. (4) Given the reactants [CH3:1][O:2][C:3]1[CH:10]=[CH:9][CH:8]=[CH:7][C:4]=1[CH2:5]O.[Cl:11]C(Cl)(OC(=O)OC(Cl)(Cl)Cl)Cl.N1C=CC=CC=1, predict the reaction product. The product is: [CH3:1][O:2][C:3]1[CH:10]=[CH:9][CH:8]=[CH:7][C:4]=1[CH2:5][Cl:11]. (5) Given the reactants [C:1]1([C:7]2[CH:8]=[CH:9][C:10]3[N:16](C(OCC(Cl)(Cl)Cl)=O)[CH2:15][CH:14]4[CH2:25][CH2:26][CH2:27][N:13]4[C:12](=[O:28])[C:11]=3[CH:29]=2)[CH:6]=[CH:5][CH:4]=[CH:3][CH:2]=1.C([O-])(=O)C.[NH4+].C(OCC)(=O)C, predict the reaction product. The product is: [C:1]1([C:7]2[CH:8]=[CH:9][C:10]3[N:16]=[CH:15][C@@H:14]4[CH2:25][CH2:26][CH2:27][N:13]4[C:12](=[O:28])[C:11]=3[CH:29]=2)[CH:2]=[CH:3][CH:4]=[CH:5][CH:6]=1. (6) Given the reactants [C:1]([O:5][C:6](=[O:22])[N:7]([CH:9]1[CH:13]([C:14]2[CH:19]=[CH:18][C:17]([Cl:20])=[C:16]([Cl:21])[CH:15]=2)[CH2:12][NH:11][CH2:10]1)[CH3:8])([CH3:4])([CH3:3])[CH3:2].[CH:23]1([CH2:26][N:27]2[CH2:32][CH2:31][CH:30]([C:33](O)=[O:34])[CH2:29][CH2:28]2)[CH2:25][CH2:24]1, predict the reaction product. The product is: [C:1]([O:5][C:6](=[O:22])[N:7]([CH:9]1[CH:13]([C:14]2[CH:19]=[CH:18][C:17]([Cl:20])=[C:16]([Cl:21])[CH:15]=2)[CH2:12][N:11]([C:33]([CH:30]2[CH2:31][CH2:32][N:27]([CH2:26][CH:23]3[CH2:25][CH2:24]3)[CH2:28][CH2:29]2)=[O:34])[CH2:10]1)[CH3:8])([CH3:4])([CH3:2])[CH3:3]. (7) Given the reactants [I:1][C:2]1[CH:7]=[CH:6][C:5]([C:8]([C:10]2[CH:15]=[CH:14][C:13]([O:16]C)=[CH:12][CH:11]=2)=[O:9])=[CH:4][CH:3]=1.[Al+3].[Cl-].[Cl-].[Cl-].O, predict the reaction product. The product is: [OH:16][C:13]1[CH:14]=[CH:15][C:10]([C:8]([C:5]2[CH:6]=[CH:7][C:2]([I:1])=[CH:3][CH:4]=2)=[O:9])=[CH:11][CH:12]=1. (8) The product is: [CH2:23]([C@H:8]([NH:7][C:6](=[O:30])[C:42]1[CH:61]=[C:62]([N:64]2[CH2:68][CH2:67][CH2:66][C:65]2=[O:69])[CH:63]=[C:40]([O:39][CH:36]([CH3:38])[CH3:37])[CH:41]=1)[C@@H:9]([OH:22])[CH2:10][C@H:11]([C:13](=[O:21])[NH:14][CH2:15][CH:16]1[CH2:17][CH2:20]1)[CH3:12])[C:24]1[CH:25]=[CH:26][CH:27]=[CH:28][CH:29]=1. Given the reactants C(O[C:6](=[O:30])[NH:7][C@@H:8]([CH2:23][C:24]1[CH:29]=[CH:28][CH:27]=[CH:26][CH:25]=1)[C@@H:9]([OH:22])[CH2:10][C@H:11]([C:13](=[O:21])[NH:14][CH2:15][CH2:16][C:17]([CH3:20])(C)C)[CH3:12])(C)(C)C.C1(CN)CC1.[CH:36]([O:39][C:40]1[CH:41]=[C:42]([CH:61]=[C:62]([N:64]2[CH2:68][CH2:67][CH2:66][C:65]2=[O:69])[CH:63]=1)C(N[C@H]([C@@H]1C[C@@H](C)C(=O)O1)CC1C=CC=CC=1)=O)([CH3:38])[CH3:37], predict the reaction product.